The task is: Predict the reactants needed to synthesize the given product.. This data is from Retrosynthesis with 50K atom-mapped reactions and 10 reaction types from USPTO. (1) Given the product CC(C)(C)OC(=O)Nc1ccccc1NC(=O)/C=C/c1ccc(C=O)cc1, predict the reactants needed to synthesize it. The reactants are: C=CC(=O)Nc1ccccc1NC(=O)OC(C)(C)C.O=Cc1ccc(Br)cc1. (2) The reactants are: COc1ccc(COC(=O)[C@@H](C2CCCCC2)N2C[C@H](c3ccccc3)[C@@H](C=O)C2)cc1.Cc1[nH]n(C2CCNCC2)c(=O)c1Cc1ccccc1. Given the product COc1ccc(COC(=O)[C@@H](C2CCCCC2)N2C[C@H](CN3CCC(n4[nH]c(C)c(Cc5ccccc5)c4=O)CC3)[C@@H](c3ccccc3)C2)cc1, predict the reactants needed to synthesize it. (3) Given the product CCc1c(Sc2cc(C)cc(C)c2)n(Cc2cc(F)cc(F)c2)c(=O)[nH]c1=O, predict the reactants needed to synthesize it. The reactants are: CCc1c(Sc2cc(C)cc(C)c2)[nH]c(=O)[nH]c1=O.Fc1cc(F)cc(CBr)c1.